Dataset: Catalyst prediction with 721,799 reactions and 888 catalyst types from USPTO. Task: Predict which catalyst facilitates the given reaction. (1) Reactant: [CH2:1]1[C:6]2[NH:7][C:8]3[C:9]([C:14]([O:16][CH2:17]C)=[O:15])=[CH:10][CH2:11][CH2:12][C:13]=3[C:5]=2[CH:4]=[CH:3][NH:2]1.[H-].[Na+].[CH2:21](I)[CH3:22]. Product: [CH2:21]([CH:12]1[CH2:11][CH:10]=[C:9]([C:14]([O:16][CH3:17])=[O:15])[C:8]2[NH:7][C:6]3[CH2:1][NH:2][CH:3]=[CH:4][C:5]=3[C:13]1=2)[CH3:22]. The catalyst class is: 3. (2) Reactant: Br[C:2]1[N:6]([S:7]([C:10]2[CH:15]=[CH:14][CH:13]=[CH:12][C:11]=2[C:16]#[N:17])(=[O:9])=[O:8])[CH:5]=[C:4]([CH2:18][N:19]([CH3:27])[C:20](=[O:26])[O:21][C:22]([CH3:25])([CH3:24])[CH3:23])[CH:3]=1.[N:28]1[CH:33]=[CH:32][CH:31]=[C:30](B(O)O)[CH:29]=1.C(=O)([O-])[O-].[Na+].[Na+]. Product: [C:16]([C:11]1[CH:12]=[CH:13][CH:14]=[CH:15][C:10]=1[S:7]([N:6]1[C:2]([C:30]2[CH:29]=[N:28][CH:33]=[CH:32][CH:31]=2)=[CH:3][C:4]([CH2:18][N:19]([CH3:27])[C:20](=[O:26])[O:21][C:22]([CH3:25])([CH3:24])[CH3:23])=[CH:5]1)(=[O:9])=[O:8])#[N:17]. The catalyst class is: 73. (3) Reactant: [CH3:1][S:2]([NH2:5])(=[O:4])=[O:3].[CH3:6][O:7][C:8](OC)(OC)[C:9]1[CH:14]=[CH:13][CH:12]=[CH:11][CH:10]=1.C1(C)C=CC(S(O)(=O)=O)=CC=1. Product: [CH3:6][O:7][C:8]([C:9]1[CH:14]=[CH:13][CH:12]=[CH:11][CH:10]=1)=[N:5][S:2]([CH3:1])(=[O:4])=[O:3]. The catalyst class is: 13. (4) Reactant: [C:1]([CH2:4][O:5][C:6]1[CH:16]=[CH:15][C:14]([S:17](Cl)(=[O:19])=[O:18])=[CH:13][C:7]=1[O:8][CH2:9][C:10]([NH2:12])=[O:11])(=[O:3])[NH2:2].[CH3:21][O:22][C:23]1[CH:29]=[CH:28][C:26]([NH2:27])=[C:25]([N+:30]([O-:32])=[O:31])[CH:24]=1. Product: [C:10]([CH2:9][O:8][C:7]1[CH:13]=[C:14]([S:17]([NH:27][C:26]2[CH:28]=[CH:29][C:23]([O:22][CH3:21])=[CH:24][C:25]=2[N+:30]([O-:32])=[O:31])(=[O:19])=[O:18])[CH:15]=[CH:16][C:6]=1[O:5][CH2:4][C:1]([NH2:2])=[O:3])(=[O:11])[NH2:12]. The catalyst class is: 17. (5) Reactant: [NH:1]1[C:5]2[CH:6]=[CH:7][CH:8]=[CH:9][C:4]=2[N:3]=[CH:2]1.[CH3:10][C:11](C)([O-])[CH3:12].[K+].O1CCCC1.C(Br)C#C.C(=O)(O)[O-].[Na+].N. Product: [CH2:12]([N:1]1[C:5]2[CH:6]=[CH:7][CH:8]=[CH:9][C:4]=2[N:3]=[CH:2]1)[C:11]#[CH:10]. The catalyst class is: 9. (6) Reactant: C([NH:8][C:9]1[CH:17]=[CH:16][C:15]([O:18][C:19]([F:22])([F:21])[F:20])=[CH:14][C:10]=1[C:11]([OH:13])=[O:12])(OC(C)(C)C)=O. Product: [F:20][C:19]([F:21])([F:22])[O:18][C:15]1[CH:14]=[C:10]([C:11]([OH:13])=[O:12])[C:9]([NH2:8])=[CH:17][CH:16]=1. The catalyst class is: 12. (7) Reactant: [OH:1][C:2]1[CH:7]=[CH:6][N:5]=[CH:4][CH:3]=1.[CH2:8]1[O:10][CH:9]1[CH2:11]O.C1(P(C2C=CC=CC=2)C2C=CC=CC=2)C=CC=CC=1.N(C(OCC)=O)=NC(OCC)=O. Product: [O:10]1[CH2:8][CH:9]1[CH2:11][O:1][C:2]1[CH:7]=[CH:6][N:5]=[CH:4][CH:3]=1. The catalyst class is: 1.